Dataset: NCI-60 drug combinations with 297,098 pairs across 59 cell lines. Task: Regression. Given two drug SMILES strings and cell line genomic features, predict the synergy score measuring deviation from expected non-interaction effect. (1) Drug 1: CC12CCC3C(C1CCC2=O)CC(=C)C4=CC(=O)C=CC34C. Drug 2: B(C(CC(C)C)NC(=O)C(CC1=CC=CC=C1)NC(=O)C2=NC=CN=C2)(O)O. Cell line: CCRF-CEM. Synergy scores: CSS=44.3, Synergy_ZIP=-1.89, Synergy_Bliss=-5.79, Synergy_Loewe=-7.29, Synergy_HSA=-7.14. (2) Drug 1: CS(=O)(=O)C1=CC(=C(C=C1)C(=O)NC2=CC(=C(C=C2)Cl)C3=CC=CC=N3)Cl. Drug 2: CCN(CC)CCCC(C)NC1=C2C=C(C=CC2=NC3=C1C=CC(=C3)Cl)OC. Cell line: A549. Synergy scores: CSS=35.7, Synergy_ZIP=19.8, Synergy_Bliss=21.1, Synergy_Loewe=19.8, Synergy_HSA=20.4. (3) Drug 1: CNC(=O)C1=NC=CC(=C1)OC2=CC=C(C=C2)NC(=O)NC3=CC(=C(C=C3)Cl)C(F)(F)F. Drug 2: CCC1(CC2CC(C3=C(CCN(C2)C1)C4=CC=CC=C4N3)(C5=C(C=C6C(=C5)C78CCN9C7C(C=CC9)(C(C(C8N6C)(C(=O)OC)O)OC(=O)C)CC)OC)C(=O)OC)O.OS(=O)(=O)O. Cell line: CCRF-CEM. Synergy scores: CSS=-1.94, Synergy_ZIP=0.209, Synergy_Bliss=0.680, Synergy_Loewe=-2.21, Synergy_HSA=-1.95. (4) Drug 1: C1CCN(CC1)CCOC2=CC=C(C=C2)C(=O)C3=C(SC4=C3C=CC(=C4)O)C5=CC=C(C=C5)O. Drug 2: C(CN)CNCCSP(=O)(O)O. Cell line: NCI/ADR-RES. Synergy scores: CSS=-3.79, Synergy_ZIP=2.57, Synergy_Bliss=0.537, Synergy_Loewe=-2.48, Synergy_HSA=-3.83.